Dataset: Peptide-MHC class I binding affinity with 185,985 pairs from IEDB/IMGT. Task: Regression. Given a peptide amino acid sequence and an MHC pseudo amino acid sequence, predict their binding affinity value. This is MHC class I binding data. (1) The peptide sequence is FESLFKCLSH. The MHC is HLA-A68:01 with pseudo-sequence HLA-A68:01. The binding affinity (normalized) is 0.106. (2) The peptide sequence is IALLNGASL. The MHC is H-2-Db with pseudo-sequence H-2-Db. The binding affinity (normalized) is 0.899.